From a dataset of Reaction yield outcomes from USPTO patents with 853,638 reactions. Predict the reaction yield, written as a fraction of the theoretical maximum amount of product (1.0 means a 100% yield; for example, 0.34 means a 34% yield). (1) The reactants are C(Cl)(=O)C(Cl)=O.[CH3:7][N:8]1[CH2:13][CH2:12][N:11]([C:14]2[CH:22]=[CH:21][C:17]([C:18]([OH:20])=O)=[CH:16][CH:15]=2)[CH2:10][CH2:9]1.CCN(C(C)C)C(C)C.[CH2:32]([C:40]1[CH:41]=[C:42]([NH2:45])[NH:43][N:44]=1)[CH2:33][C:34]1[CH:39]=[CH:38][CH:37]=[CH:36][CH:35]=1. The catalyst is C(Cl)Cl. The product is [CH3:7][N:8]1[CH2:9][CH2:10][N:11]([C:14]2[CH:15]=[CH:16][C:17]([C:18]([NH:45][C:42]3[NH:43][N:44]=[C:40]([CH2:32][CH2:33][C:34]4[CH:39]=[CH:38][CH:37]=[CH:36][CH:35]=4)[CH:41]=3)=[O:20])=[CH:21][CH:22]=2)[CH2:12][CH2:13]1. The yield is 0.0300. (2) The reactants are [O:1]1[C:5]2[CH:6]=[CH:7][C:8]([C:10]([NH:12][NH2:13])=[O:11])=[CH:9][C:4]=2[CH2:3][CH2:2]1.[F:14][C:15]1[CH:16]=[C:17]([CH:22]=[CH:23][CH:24]=1)[CH2:18][N:19]=[C:20]=[O:21]. The catalyst is N1C=CC=CC=1.C(OCC)(=O)C. The product is [O:1]1[C:5]2[CH:6]=[CH:7][C:8]([C:10]([NH:12][NH:13][C:20]([NH:19][CH2:18][C:17]3[CH:22]=[CH:23][CH:24]=[C:15]([F:14])[CH:16]=3)=[O:21])=[O:11])=[CH:9][C:4]=2[CH2:3][CH2:2]1. The yield is 0.650. (3) The reactants are Br[C:2]1[N:3]=[N:4][C:5]([CH3:8])=[CH:6][CH:7]=1.CC(C)([O-])C.[Na+].C1COCC1.Cl.Cl.[NH2:22][CH2:23][CH2:24][NH:25][C@:26]12[CH2:61][CH2:60][C@@H:59]([C:62]([CH3:64])=[CH2:63])[C@@H:27]1[C@@H:28]1[C@@:41]([CH3:44])([CH2:42][CH2:43]2)[C@@:40]2([CH3:45])[C@@H:31]([C@:32]3([CH3:58])[C@@H:37]([CH2:38][CH2:39]2)[C:36]([CH3:47])([CH3:46])[C:35]([C:48]2[CH:57]=[CH:56][C:51]([C:52]([O:54]C)=[O:53])=[CH:50][CH:49]=2)=[CH:34][CH2:33]3)[CH2:30][CH2:29]1.C(O)(C(F)(F)F)=O. The catalyst is COCCOC.C([O-])(=O)C.[Pd+2].C([O-])(=O)C. The product is [CH3:44][C@:41]12[C@@:40]3([CH3:45])[C@@H:31]([C@:32]4([CH3:58])[C@@H:37]([CH2:38][CH2:39]3)[C:36]([CH3:46])([CH3:47])[C:35]([C:48]3[CH:57]=[CH:56][C:51]([C:52]([OH:54])=[O:53])=[CH:50][CH:49]=3)=[CH:34][CH2:33]4)[CH2:30][CH2:29][C@@H:28]1[C@H:27]1[C@H:59]([C:62]([CH3:64])=[CH2:63])[CH2:60][CH2:61][C@:26]1([NH:25][CH2:24][CH2:23][NH:22][C:2]1[N:3]=[N:4][C:5]([CH3:8])=[CH:6][CH:7]=1)[CH2:43][CH2:42]2. The yield is 0.0830. (4) The reactants are [N:1]1([C:7]([C:9]2[CH:14]=[CH:13][C:12]([C:15]3[CH:20]=[CH:19][CH:18]=[C:17]([C:21]4[CH:25]=[C:24]([NH:26][C:27](=[O:33])[O:28][C:29]([CH3:32])([CH3:31])[CH3:30])[NH:23][N:22]=4)[CH:16]=3)=[CH:11][CH:10]=2)=[O:8])[CH2:6][CH2:5][NH:4][CH2:3][CH2:2]1.[OH:34][C:35]1([C:38](O)=[O:39])[CH2:37][CH2:36]1.CN(C(ON1N=NC2C=CC=CC1=2)=[N+](C)C)C.F[P-](F)(F)(F)(F)F.CCN(C(C)C)C(C)C. The catalyst is CN(C)C=O.O. The product is [OH:34][C:35]1([C:38]([N:4]2[CH2:5][CH2:6][N:1]([C:7]([C:9]3[CH:14]=[CH:13][C:12]([C:15]4[CH:20]=[CH:19][CH:18]=[C:17]([C:21]5[CH:25]=[C:24]([NH:26][C:27](=[O:33])[O:28][C:29]([CH3:30])([CH3:32])[CH3:31])[NH:23][N:22]=5)[CH:16]=4)=[CH:11][CH:10]=3)=[O:8])[CH2:2][CH2:3]2)=[O:39])[CH2:37][CH2:36]1. The yield is 0.650. (5) The reactants are Cl[C:2]1[C:7]([C:8]#[N:9])=[CH:6][N:5]=[CH:4][C:3]=1[C:10]1[CH:15]=[CH:14][C:13]([O:16][CH3:17])=[C:12]([O:18][CH3:19])[CH:11]=1.[OH:20][C:21]1[CH:22]=[C:23]2[C:27](=[CH:28][CH:29]=1)[NH:26][CH:25]=[CH:24]2.C([O-])([O-])=O.[K+].[K+]. The catalyst is CC#N.O. The product is [CH3:19][O:18][C:12]1[CH:11]=[C:10]([C:3]2[CH:4]=[N:5][CH:6]=[C:7]([C:2]=2[O:20][C:21]2[CH:22]=[C:23]3[C:27](=[CH:28][CH:29]=2)[NH:26][CH:25]=[CH:24]3)[C:8]#[N:9])[CH:15]=[CH:14][C:13]=1[O:16][CH3:17]. The yield is 0.740. (6) The reactants are [CH2:1]([O:3][C:4](=[O:20])[CH2:5][CH2:6][CH2:7][S:8][C:9]1[NH:10][C:11]2[CH:17]=[C:16]([F:18])[C:15]([F:19])=[CH:14][C:12]=2[N:13]=1)[CH3:2].C(=O)([O-])[O-].[K+].[K+].Cl[CH2:28][C:29]1[C:38]2[C:33](=[CH:34][CH:35]=[CH:36][CH:37]=2)[CH:32]=[CH:31][CH:30]=1.O. The catalyst is CN(C)C=O. The product is [CH2:1]([O:3][C:4](=[O:20])[CH2:5][CH2:6][CH2:7][S:8][C:9]1[N:10]([CH2:28][C:29]2[C:38]3[C:33](=[CH:34][CH:35]=[CH:36][CH:37]=3)[CH:32]=[CH:31][CH:30]=2)[C:11]2[CH:17]=[C:16]([F:18])[C:15]([F:19])=[CH:14][C:12]=2[N:13]=1)[CH3:2]. The yield is 0.820. (7) The reactants are N1C2C=CC=CC=2N=C1C[N:11]([CH:28]1[C:37]2[N:36]=[CH:35][CH:34]=[CH:33][C:32]=2[CH2:31][CH2:30][CH2:29]1)[CH2:12][CH2:13][CH2:14][NH:15][C:16]([C:18]1[N:19]=[CH:20][C:21]2[C:26]([CH:27]=1)=CC=CC=2)=O.[BrH:38].[C:39]([OH:42])(=O)[CH3:40]. No catalyst specified. The product is [BrH:38].[NH:19]1[C:20]2[CH:21]=[CH:26][CH:27]=[CH:18][C:16]=2[N:15]=[C:14]1[CH2:13][CH:12]([NH:11][CH:28]1[C:37]2[N:36]=[CH:35][CH:34]=[CH:33][C:32]=2[CH2:31][CH2:30][CH2:29]1)[CH2:12][CH2:13][CH2:14][NH:15][C:39]([C:40]1[CH:31]=[CH:30][CH:29]=[CH:28][N:11]=1)=[O:42]. The yield is 0.730. (8) The reactants are CC(C)([O-])C.[K+].C(OP([CH2:15][C:16]#[N:17])(=O)OCC)C.[CH3:18][C:19]1([CH3:28])[CH2:24][C:23](=O)[CH2:22][C:21]([CH3:27])([CH3:26])[NH:20]1. The catalyst is C1COCC1. The product is [CH3:18][C:19]1([CH3:28])[CH2:24][C:23](=[CH:15][C:16]#[N:17])[CH2:22][C:21]([CH3:27])([CH3:26])[NH:20]1. The yield is 0.330.